From a dataset of Forward reaction prediction with 1.9M reactions from USPTO patents (1976-2016). Predict the product of the given reaction. (1) Given the reactants [NH:1]1[CH2:6][CH2:5][C:4]2([O:11][C:10]3[C:12]4[C:17]([C:18](=[O:21])[C:19](=[O:20])[C:9]=3[S:8][CH2:7]2)=[CH:16][CH:15]=[CH:14][CH:13]=4)[CH2:3][CH2:2]1.[CH2:22]([CH:26]1[CH2:28][O:27]1)[CH2:23][CH2:24][CH3:25], predict the reaction product. The product is: [OH:27][CH:26]([CH2:22][CH2:23][CH2:24][CH3:25])[CH2:28][N:1]1[CH2:2][CH2:3][C:4]2([O:11][C:10]3[C:12]4[C:17]([C:18](=[O:21])[C:19](=[O:20])[C:9]=3[S:8][CH2:7]2)=[CH:16][CH:15]=[CH:14][CH:13]=4)[CH2:5][CH2:6]1. (2) Given the reactants [Li+].[OH-].C[O:4][C:5]([C:7]1[S:8][C:9]([CH2:12][CH2:13][CH2:14][C@H:15]2[CH2:19][CH2:18][CH:17]=[C:16]2[C:20]2[CH:25]=[CH:24][C:23]([C@@H:26]([OH:32])[CH2:27][CH2:28][CH2:29][CH2:30][CH3:31])=[CH:22][CH:21]=2)=[CH:10][CH:11]=1)=[O:6], predict the reaction product. The product is: [OH:32][C@H:26]([C:23]1[CH:24]=[CH:25][C:20]([C:16]2[C@@H:15]([CH2:14][CH2:13][CH2:12][C:9]3[S:8][C:7]([C:5]([OH:6])=[O:4])=[CH:11][CH:10]=3)[CH2:19][CH2:18][CH:17]=2)=[CH:21][CH:22]=1)[CH2:27][CH2:28][CH2:29][CH2:30][CH3:31].